Dataset: Forward reaction prediction with 1.9M reactions from USPTO patents (1976-2016). Task: Predict the product of the given reaction. (1) Given the reactants [CH2:1]([O:3][C:4](=[O:25])[C:5]([O:22][CH2:23][CH3:24])([CH3:21])[CH2:6][C:7]1[CH:12]=[CH:11][C:10]([O:13]CC2C=CC=CC=2)=[CH:9][CH:8]=1)[CH3:2], predict the reaction product. The product is: [CH2:1]([O:3][C:4](=[O:25])[C:5]([O:22][CH2:23][CH3:24])([CH3:21])[CH2:6][C:7]1[CH:8]=[CH:9][C:10]([OH:13])=[CH:11][CH:12]=1)[CH3:2]. (2) Given the reactants [CH3:1][O:2][C:3](=[O:24])[C:4]1[CH:9]=[CH:8][C:7]([NH2:10])=[CH:6][C:5]=1[NH:11][C:12]([C:14]1[S:18][C:17]2[CH:19]=[CH:20][CH:21]=[CH:22][C:16]=2[C:15]=1[Cl:23])=[O:13].[Cl:25][C:26]1[CH:33]=[CH:32][C:29]([CH2:30]Br)=[CH:28][CH:27]=1.C(=O)([O-])[O-].[K+].[K+], predict the reaction product. The product is: [CH3:1][O:2][C:3](=[O:24])[C:4]1[CH:9]=[CH:8][C:7]([NH:10][CH2:30][C:29]2[CH:32]=[CH:33][C:26]([Cl:25])=[CH:27][CH:28]=2)=[CH:6][C:5]=1[NH:11][C:12]([C:14]1[S:18][C:17]2[CH:19]=[CH:20][CH:21]=[CH:22][C:16]=2[C:15]=1[Cl:23])=[O:13].